Dataset: Peptide-MHC class I binding affinity with 185,985 pairs from IEDB/IMGT. Task: Regression. Given a peptide amino acid sequence and an MHC pseudo amino acid sequence, predict their binding affinity value. This is MHC class I binding data. (1) The peptide sequence is ETIEDYLGY. The MHC is HLA-A01:01 with pseudo-sequence HLA-A01:01. The binding affinity (normalized) is 0.478. (2) The peptide sequence is SQIFNIISYI. The MHC is HLA-A24:02 with pseudo-sequence HLA-A24:02. The binding affinity (normalized) is 0.153. (3) The peptide sequence is RDLLDTASAL. The MHC is Patr-A0301 with pseudo-sequence Patr-A0301. The binding affinity (normalized) is 0.